From a dataset of Full USPTO retrosynthesis dataset with 1.9M reactions from patents (1976-2016). Predict the reactants needed to synthesize the given product. (1) The reactants are: C([Si]([O:8][CH2:9][C:10]1[CH:15]=[C:14]([N+:16]([O-:18])=[O:17])[CH:13]=[CH:12][C:11]=1[N:19]=[C:20]=S)(C)C)(C)(C)C.[NH2:22][C:23]1[C:31]2[O:30][C:29]([CH3:33])([CH3:32])[CH2:28][C:27]=2[CH:26]=[CH:25][CH:24]=1. Given the product [CH3:32][C:29]1([CH3:33])[CH2:28][C:27]2[CH:26]=[CH:25][CH:24]=[C:23]([NH:22][C:20]3[O:8][CH2:9][C:10]4[CH:15]=[C:14]([N+:16]([O-:18])=[O:17])[CH:13]=[CH:12][C:11]=4[N:19]=3)[C:31]=2[O:30]1, predict the reactants needed to synthesize it. (2) Given the product [NH2:53][C@H:49]([CH:50]([CH3:52])[CH3:51])[C:48]([N:45]1[CH2:46][CH2:47][CH:42]([N:40]2[CH:41]=[C:37]([C:32]3[C:31]4[C:35](=[CH:36][C:28]([F:27])=[CH:29][CH:30]=4)[NH:34][CH:33]=3)[CH:38]=[N:39]2)[CH2:43][CH2:44]1)=[O:61], predict the reactants needed to synthesize it. The reactants are: CC1C(C2C3C(=CC(F)=CC=3)N(S(C3C=CC=CC=3)(=O)=O)C=2)=C(C)NN=1.[F:27][C:28]1[CH:36]=[C:35]2[C:31]([C:32]([C:37]3[CH:38]=[N:39][N:40]([CH:42]4[CH2:47][CH2:46][N:45]([C:48](=[O:61])[C@H:49]([NH:53]C(=O)OC(C)(C)C)[CH:50]([CH3:52])[CH3:51])[CH2:44][CH2:43]4)[CH:41]=3)=[CH:33][NH:34]2)=[CH:30][CH:29]=1. (3) Given the product [N+:13]([CH:16]=[CH:6][C:2]1[S:1][CH:5]=[CH:4][CH:3]=1)([O-:15])=[O:14], predict the reactants needed to synthesize it. The reactants are: [S:1]1[CH:5]=[CH:4][CH:3]=[C:2]1[CH:6]=O.C([O-])(=O)C.[NH4+].[N+:13]([CH3:16])([O-:15])=[O:14].